This data is from NCI-60 drug combinations with 297,098 pairs across 59 cell lines. The task is: Regression. Given two drug SMILES strings and cell line genomic features, predict the synergy score measuring deviation from expected non-interaction effect. (1) Drug 1: CC1C(C(CC(O1)OC2CC(CC3=C2C(=C4C(=C3O)C(=O)C5=C(C4=O)C(=CC=C5)OC)O)(C(=O)C)O)N)O.Cl. Drug 2: C1CN(CCN1C(=O)CCBr)C(=O)CCBr. Cell line: RPMI-8226. Synergy scores: CSS=33.8, Synergy_ZIP=-4.54, Synergy_Bliss=-0.426, Synergy_Loewe=-16.3, Synergy_HSA=1.82. (2) Drug 1: CC(C1=C(C=CC(=C1Cl)F)Cl)OC2=C(N=CC(=C2)C3=CN(N=C3)C4CCNCC4)N. Drug 2: C(CCl)NC(=O)N(CCCl)N=O. Cell line: MCF7. Synergy scores: CSS=-8.15, Synergy_ZIP=-0.0685, Synergy_Bliss=-4.09, Synergy_Loewe=-20.1, Synergy_HSA=-8.87. (3) Drug 1: CC1=C(C=C(C=C1)NC2=NC=CC(=N2)N(C)C3=CC4=NN(C(=C4C=C3)C)C)S(=O)(=O)N.Cl. Drug 2: C(CCl)NC(=O)N(CCCl)N=O. Cell line: PC-3. Synergy scores: CSS=2.04, Synergy_ZIP=-2.09, Synergy_Bliss=0.416, Synergy_Loewe=1.72, Synergy_HSA=1.50.